This data is from Full USPTO retrosynthesis dataset with 1.9M reactions from patents (1976-2016). The task is: Predict the reactants needed to synthesize the given product. (1) The reactants are: [CH:1]1([C:4]2[N:5]=[C:6]3[C:12]([C:13](O)=[O:14])=[CH:11][N:10]([CH2:16][O:17][CH2:18][CH2:19][Si:20]([CH3:23])([CH3:22])[CH3:21])[C:7]3=[N:8][CH:9]=2)[CH2:3][CH2:2]1.Cl.[NH2:25][C:26]1([C:31]([OH:34])([CH3:33])[CH3:32])[CH2:30][CH2:29][CH2:28][CH2:27]1.C(Cl)CCl.C1C=CC2N(O)N=NC=2C=1.CCN(C(C)C)C(C)C. Given the product [OH:34][C:31]([C:26]1([NH:25][C:13]([C:12]2[C:6]3[C:7](=[N:8][CH:9]=[C:4]([CH:1]4[CH2:2][CH2:3]4)[N:5]=3)[N:10]([CH2:16][O:17][CH2:18][CH2:19][Si:20]([CH3:22])([CH3:21])[CH3:23])[CH:11]=2)=[O:14])[CH2:30][CH2:29][CH2:28][CH2:27]1)([CH3:33])[CH3:32], predict the reactants needed to synthesize it. (2) Given the product [F:1][C:2]1[C:11]2[C:6](=[CH:7][CH:8]=[CH:9][CH:10]=2)[CH:5]=[CH:4][C:3]=1[F:14], predict the reactants needed to synthesize it. The reactants are: [F:1][C:2]1[C:11]2[C:6](=[CH:7][CH:8]=[CH:9][CH:10]=2)[C:5](F)=[C:4](F)[C:3]=1[F:14].FC1(F)C2C(=CC=CC=2)C=CC1(F)F.[NH4+].[OH-]. (3) Given the product [NH2:24][C:8]1[N:7]=[C:6]([NH:5][CH2:1][CH2:2][CH2:3][CH3:4])[N:14]=[C:13]2[C:9]=1[NH:10][C:11](=[O:22])[N:12]2[CH2:15][CH:16]1[CH2:21][CH2:20][CH2:19][CH2:18][O:17]1, predict the reactants needed to synthesize it. The reactants are: [CH2:1]([NH:5][C:6]1[N:14]=[C:13]2[C:9]([N:10]=[C:11]([O:22]C)[N:12]2[CH2:15][CH:16]2[CH2:21][CH2:20][CH2:19][CH2:18][O:17]2)=[C:8]([NH2:24])[N:7]=1)[CH2:2][CH2:3][CH3:4].Cl. (4) The reactants are: [N+:1]([O-:4])(O)=[O:2].FC(F)(F)C(O)=O.FC(F)(F)C(OC(=O)C(F)(F)F)=O.[CH3:25][O:26][C:27](=[O:42])[NH:28][CH:29]1[CH2:37][C:36]2[C:31](=[CH:32][CH:33]=[CH:34][CH:35]=2)[CH:30]1[O:38][C:39](=[O:41])[CH3:40].C(=O)(O)N. Given the product [CH3:25][O:26][C:27](=[O:42])[NH:28][CH:29]1[CH2:37][C:36]2[C:31](=[CH:32][C:33]([N+:1]([O-:4])=[O:2])=[CH:34][CH:35]=2)[CH:30]1[O:38][C:39](=[O:41])[CH3:40], predict the reactants needed to synthesize it.